Dataset: Forward reaction prediction with 1.9M reactions from USPTO patents (1976-2016). Task: Predict the product of the given reaction. (1) Given the reactants [CH3:1][C:2]1[CH:3]=[N:4][C:5]([C:8]([O-])=[O:9])=[N:6][CH:7]=1.[BH4-].[Na+], predict the reaction product. The product is: [CH3:1][C:2]1[CH:3]=[N:4][C:5]([CH2:8][OH:9])=[N:6][CH:7]=1. (2) Given the reactants [Mg].II.Br[C:5]1[CH:10]=[CH:9][CH:8]=[CH:7][C:6]=1[O:11][CH3:12].[Cl:13][C:14]1[CH:15]=[C:16]2[C:20](=[CH:21][CH:22]=1)[NH:19][C:18](=[O:23])[C:17]2=[O:24].[NH4+].[Cl-], predict the reaction product. The product is: [Cl:13][C:14]1[CH:15]=[C:16]2[C:20](=[CH:21][CH:22]=1)[NH:19][C:18](=[O:23])[C:17]2([OH:24])[C:5]1[CH:10]=[CH:9][CH:8]=[CH:7][C:6]=1[O:11][CH3:12]. (3) Given the reactants Cl[C:2]1[N:7]=[C:6]([C:8]2[O:12][C:11]([CH3:13])=[N:10][C:9]=2[C:14]2[CH:15]=[C:16]([NH:20][C:21](=[O:30])[C:22]3[CH:27]=[C:26]([F:28])[CH:25]=[CH:24][C:23]=3[F:29])[CH:17]=[CH:18][CH:19]=2)[CH:5]=[CH:4][N:3]=1.Cl.[NH2:32][C:33]1[CH:38]=[CH:37][C:36]([O:39][CH2:40][CH2:41][N:42]([CH3:44])[CH3:43])=[C:35]([Cl:45])[CH:34]=1, predict the reaction product. The product is: [Cl:45][C:35]1[CH:34]=[C:33]([NH:32][C:2]2[N:7]=[C:6]([C:8]3[O:12][C:11]([CH3:13])=[N:10][C:9]=3[C:14]3[CH:15]=[C:16]([NH:20][C:21](=[O:30])[C:22]4[CH:27]=[C:26]([F:28])[CH:25]=[CH:24][C:23]=4[F:29])[CH:17]=[CH:18][CH:19]=3)[CH:5]=[CH:4][N:3]=2)[CH:38]=[CH:37][C:36]=1[O:39][CH2:40][CH2:41][N:42]([CH3:43])[CH3:44]. (4) Given the reactants Cl[C:2]1[CH:7]=[C:6]([NH:8][C:9]2[C:10](=[O:23])[C:11](=[O:22])[C:12]=2[NH:13][C@@H:14]([C:16]2[CH:21]=[CH:20][CH:19]=[CH:18][CH:17]=2)[CH3:15])[CH:5]=[CH:4][N:3]=1.[CH3:24][O:25][C:26]1[CH:32]=[CH:31][C:30](B2OC(C)(C)C(C)(C)O2)=[CH:29][C:27]=1[NH2:28].C(=O)([O-])[O-].[Cs+].[Cs+], predict the reaction product. The product is: [NH2:28][C:27]1[CH:29]=[C:30]([C:2]2[CH:7]=[C:6]([NH:8][C:9]3[C:10](=[O:23])[C:11](=[O:22])[C:12]=3[NH:13][C@@H:14]([C:16]3[CH:21]=[CH:20][CH:19]=[CH:18][CH:17]=3)[CH3:15])[CH:5]=[CH:4][N:3]=2)[CH:31]=[CH:32][C:26]=1[O:25][CH3:24]. (5) Given the reactants Cl.[Br:2][C:3]1[CH:8]=[CH:7][C:6]([O:9]N)=[CH:5][CH:4]=1.O=[C:12]1[CH2:18][CH2:17][CH2:16][CH2:15][N:14]([C:19]([O:21][C:22]([CH3:25])([CH3:24])[CH3:23])=[O:20])[CH2:13]1, predict the reaction product. The product is: [Br:2][C:3]1[CH:8]=[CH:7][C:6]2[O:9][C:12]3[CH2:13][N:14]([C:19]([O:21][C:22]([CH3:25])([CH3:24])[CH3:23])=[O:20])[CH2:15][CH2:16][CH2:17][C:18]=3[C:5]=2[CH:4]=1.